Dataset: Reaction yield outcomes from USPTO patents with 853,638 reactions. Task: Predict the reaction yield, written as a fraction of the theoretical maximum amount of product (1.0 means a 100% yield; for example, 0.34 means a 34% yield). (1) The reactants are Cl.Cl[C:3]1[N:8]=[C:7]([NH:9][CH:10]2[CH2:15][C:14]([CH3:17])([CH3:16])[NH:13][C:12]([CH3:19])([CH3:18])[CH2:11]2)[C:6]([F:20])=[CH:5][N:4]=1.[CH:21]1([C:24]2[C:29]([N:30]3[C:34]([CH:35]4[CH2:37][CH2:36]4)=[N:33][N:32]=[N:31]3)=[CH:28][C:27]([NH2:38])=[C:26]([F:39])[CH:25]=2)[CH2:23][CH2:22]1. The catalyst is CC(O)C. The product is [CH:21]1([C:24]2[C:29]([N:30]3[C:34]([CH:35]4[CH2:37][CH2:36]4)=[N:33][N:32]=[N:31]3)=[CH:28][C:27]([NH:38][C:3]3[N:8]=[C:7]([NH:9][CH:10]4[CH2:15][C:14]([CH3:17])([CH3:16])[NH:13][C:12]([CH3:19])([CH3:18])[CH2:11]4)[C:6]([F:20])=[CH:5][N:4]=3)=[C:26]([F:39])[CH:25]=2)[CH2:23][CH2:22]1. The yield is 0.680. (2) The reactants are [Si]([O:8][CH2:9][CH:10]([NH:15][C:16](=[O:22])[O:17][C:18]([CH3:21])([CH3:20])[CH3:19])[C:11](=[O:14])[CH2:12][CH3:13])(C(C)(C)C)(C)C.C1COCC1.O.[Na+].[Cl-].C([O-])(O)=O.[Na+]. The catalyst is C(O)(=O)C. The product is [OH:8][CH2:9][CH:10]([NH:15][C:16](=[O:22])[O:17][C:18]([CH3:21])([CH3:20])[CH3:19])[C:11](=[O:14])[CH2:12][CH3:13]. The yield is 0.960. (3) The catalyst is C([O-])(O)=O.[Na+]. The reactants are [NH2:1][C:2]1[CH:3]=[N:4][C:5]([C:8]([OH:10])=[O:9])=[N:6][CH:7]=1.S(Cl)(Cl)=O.[CH3:15]O. The yield is 0.680. The product is [NH2:1][C:2]1[CH:3]=[N:4][C:5]([C:8]([O:10][CH3:15])=[O:9])=[N:6][CH:7]=1. (4) The yield is 0.0300. The catalyst is C(O)CCC.O1CCCC1. The reactants are [NH2:1][C:2]1[CH:7]=[CH:6][C:5]([C:8]2[CH:13]=[CH:12][C:11]([C:14]([CH:16]3[CH2:20][CH2:19][CH2:18][CH:17]3[C:21]([O:23]C)=[O:22])=[O:15])=[CH:10][CH:9]=2)=[CH:4][CH:3]=1.Cl[C:26]1[NH:30][C:29]2[CH:31]=[C:32]([F:36])[C:33]([F:35])=[CH:34][C:28]=2[N:27]=1.Cl.[OH-].[Na+]. The product is [F:36][C:32]1[C:33]([F:35])=[CH:34][C:28]2[NH:27][C:26]([NH:1][C:2]3[CH:3]=[CH:4][C:5]([C:8]4[CH:13]=[CH:12][C:11]([C:14]([C@@H:16]5[CH2:20][CH2:19][CH2:18][C@H:17]5[C:21]([OH:23])=[O:22])=[O:15])=[CH:10][CH:9]=4)=[CH:6][CH:7]=3)=[N:30][C:29]=2[CH:31]=1. (5) The reactants are [CH3:1][N:2]1[CH:6]=[CH:5][CH:4]=[CH:3]1.CN(CCN(C)C)C.[Li]CCCC.[Sn](Cl)(C)(C)C.Br[C:26]1[CH:27]=[C:28]([CH:31]=[CH:32][CH:33]=1)[CH:29]=[O:30].[F-].[K+]. The catalyst is CCOCC.C1COCC1.Cl[Pd](Cl)([P](C1C=CC=CC=1)(C1C=CC=CC=1)C1C=CC=CC=1)[P](C1C=CC=CC=1)(C1C=CC=CC=1)C1C=CC=CC=1.C(OCC)(=O)C.O1CCOCC1. The product is [CH3:1][N:2]1[CH:6]=[CH:5][CH:4]=[C:3]1[C:26]1[CH:27]=[C:28]([CH:31]=[CH:32][CH:33]=1)[CH:29]=[O:30]. The yield is 0.240. (6) The reactants are [Cl:1][C:2]1[N:7]=[CH:6][C:5]([CH2:8][C:9]#[N:10])=[CH:4][CH:3]=1.[H-].[Na+].[CH3:13]I. The catalyst is O1CCCC1.O. The product is [Cl:1][C:2]1[N:7]=[CH:6][C:5]([CH:8]([CH3:13])[C:9]#[N:10])=[CH:4][CH:3]=1. The yield is 0.460. (7) The reactants are [Cl:1][C:2]1[CH:3]=[C:4]([CH2:9][N:10]2[C:14]([CH3:15])=[C:13]([C:16]([NH:18][C:19]3[S:20][C:21]([C:24]([O:26]C)=[O:25])=[CH:22][N:23]=3)=[O:17])[N:12]=[N:11]2)[CH:5]=[CH:6][C:7]=1[Cl:8].[OH-].[Na+]. The catalyst is CCO. The product is [Cl:1][C:2]1[CH:3]=[C:4]([CH2:9][N:10]2[C:14]([CH3:15])=[C:13]([C:16]([NH:18][C:19]3[S:20][C:21]([C:24]([OH:26])=[O:25])=[CH:22][N:23]=3)=[O:17])[N:12]=[N:11]2)[CH:5]=[CH:6][C:7]=1[Cl:8]. The yield is 0.830. (8) The reactants are [Cl:1][C:2]1[C:3]([F:14])=[C:4]2[C:10]([N+:11]([O-])=O)=[CH:9][NH:8][C:5]2=[N:6][CH:7]=1.CC(O)C. The catalyst is C1COCC1.[Pt]. The product is [Cl:1][C:2]1[C:3]([F:14])=[C:4]2[C:10]([NH2:11])=[CH:9][NH:8][C:5]2=[N:6][CH:7]=1. The yield is 1.07. (9) The reactants are [C:1]([O:5][C:6]([NH:8][C@@H:9]([CH2:37][C:38]1[CH:43]=[CH:42][CH:41]=[CH:40][CH:39]=1)[C@@H:10]([O:29][Si](C(C)(C)C)(C)C)[CH2:11][CH:12]([CH2:16][C:17]1[CH:22]=[CH:21][C:20]([C:23]2[CH:28]=[CH:27][CH:26]=[CH:25][N:24]=2)=[CH:19][CH:18]=1)C(O)=O)=[O:7])([CH3:4])([CH3:3])[CH3:2].C1C=CC(P(N=[N+]=[N-])(C2C=CC=CC=2)=[O:51])=CC=1.C([N:63]([CH2:66]C)CC)C.[C:68]([OH:72])([CH3:71])([CH3:70])[CH3:69]. The catalyst is C1(C)C=CC=CC=1.CN(C1C=CN=CC=1)C. The product is [CH2:37]([C@H:9]([NH:8][C:6](=[O:7])[O:5][C:1]([CH3:2])([CH3:3])[CH3:4])[C@@H:10]([OH:29])[CH2:11][C@@H:12]([NH:63][C:66]([O:72][C:68]([CH3:71])([CH3:70])[CH3:69])=[O:51])[CH2:16][C:17]1[CH:18]=[CH:19][C:20]([C:23]2[CH:28]=[CH:27][CH:26]=[CH:25][N:24]=2)=[CH:21][CH:22]=1)[C:38]1[CH:39]=[CH:40][CH:41]=[CH:42][CH:43]=1. The yield is 0.0900.